Task: Predict the reaction yield, written as a fraction of the theoretical maximum amount of product (1.0 means a 100% yield; for example, 0.34 means a 34% yield).. Dataset: Reaction yield outcomes from USPTO patents with 853,638 reactions (1) The yield is 0.770. The reactants are [C:1]([C:5]1[CH:10]=[CH:9][C:8]([NH2:11])=[CH:7][CH:6]=1)([CH3:4])([CH3:3])[CH3:2].[N+:12]([O-])([O-:14])=[O:13].[K+].C([O-])(O)=O.[Na+]. The product is [C:1]([C:5]1[CH:6]=[CH:7][C:8]([NH2:11])=[CH:9][C:10]=1[N+:12]([O-:14])=[O:13])([CH3:4])([CH3:2])[CH3:3]. The catalyst is OS(O)(=O)=O. (2) The reactants are Cl.C[O:3][C:4]1([C:26]2[CH:31]=[CH:30][CH:29]=[CH:28][C:27]=2[CH3:32])[CH2:9][CH2:8][C:7]2[C:10]([C:19]([N:21]3[CH2:25][CH2:24][CH2:23][CH2:22]3)=[O:20])=[CH:11][C:12]3[N:13]([CH3:18])[C:14]([CH3:17])=[N:15][C:16]=3[C:6]=2[O:5]1.[OH-].[Na+]. The catalyst is O.C1COCC1. The product is [OH:5][C:6]1[C:16]2[N:15]=[C:14]([CH3:17])[N:13]([CH3:18])[C:12]=2[CH:11]=[C:10]([C:19]([N:21]2[CH2:25][CH2:24][CH2:23][CH2:22]2)=[O:20])[C:7]=1[CH2:8][CH2:9][C:4]([C:26]1[CH:31]=[CH:30][CH:29]=[CH:28][C:27]=1[CH3:32])=[O:3]. The yield is 0.740. (3) The reactants are [C:1]([CH2:3][C:4]1[CH:12]=[CH:11][C:7]([C:8]([OH:10])=[O:9])=[CH:6][CH:5]=1)#[N:2].CCN(CC)CC.[SH2:20]. The catalyst is N1C=CC=CC=1. The product is [C:1]([CH2:3][C:4]1[CH:12]=[CH:11][C:7]([C:8]([OH:10])=[O:9])=[CH:6][CH:5]=1)(=[S:20])[NH2:2]. The yield is 0.830. (4) The product is [N+:1]([C:4]1[CH:5]=[C:6]([NH:7][C:20](=[O:24])[CH2:21][CH2:22][CH3:23])[CH:8]=[CH:9][CH:10]=1)([O-:3])=[O:2]. The yield is 1.00. The reactants are [N+:1]([C:4]1[CH:5]=[C:6]([CH:8]=[CH:9][CH:10]=1)[NH2:7])([O-:3])=[O:2].CCN(C(C)C)C(C)C.[C:20](Cl)(=[O:24])[CH2:21][CH2:22][CH3:23]. The catalyst is ClCCl. (5) The reactants are [O:1]1[CH2:6][CH2:5][CH:4]=[C:3]([C:7]2[N:12]=[C:11]([F:13])[C:10]3[O:14][C:15]4[C:20]([C@@:21]5([CH2:26][CH2:25][O:24][C:23]([NH2:27])=[N:22]5)[C:9]=3[CH:8]=2)=[CH:19][C:18]([NH2:28])=[CH:17][CH:16]=4)[CH2:2]1.[Cl:29][C:30]1[CH:31]=[CH:32][C:33]([C:36](O)=[O:37])=[N:34][CH:35]=1.CCN(C(C)C)C(C)C. The catalyst is CN(C=O)C. The product is [NH2:27][C:23]1[O:24][CH2:25][CH2:26][C@:21]2([C:9]3[CH:8]=[C:7]([C:3]4[CH2:2][O:1][CH2:6][CH2:5][CH:4]=4)[N:12]=[C:11]([F:13])[C:10]=3[O:14][C:15]3[C:20]2=[CH:19][C:18]([NH:28][C:36](=[O:37])[C:33]2[CH:32]=[CH:31][C:30]([Cl:29])=[CH:35][N:34]=2)=[CH:17][CH:16]=3)[N:22]=1. The yield is 0.258. (6) The reactants are [O:1]1[C:6]2[CH:7]=[CH:8][C:9]([C:11]([OH:13])=[O:12])=[CH:10][C:5]=2[O:4][CH2:3][CH2:2]1.[CH:14]([Li])(CC)C.C1CCCCC1.IC. The catalyst is COCCOC. The product is [CH3:14][C:10]1[C:5]2[O:4][CH2:3][CH2:2][O:1][C:6]=2[CH:7]=[CH:8][C:9]=1[C:11]([OH:13])=[O:12]. The yield is 0.340.